This data is from Forward reaction prediction with 1.9M reactions from USPTO patents (1976-2016). The task is: Predict the product of the given reaction. (1) Given the reactants [CH2:1]([C:3]1[CH:4]=[C:5]([C:27]([OH:29])=[O:28])[C:6](=[O:26])[NH:7][C:8]=1[C:9]1[CH:14]=[CH:13][C:12]([N:15]2[CH2:18][CH:17]([O:19]C3CCCCO3)[CH2:16]2)=[CH:11][CH:10]=1)[CH3:2].Cl, predict the reaction product. The product is: [CH2:1]([C:3]1[CH:4]=[C:5]([C:27]([OH:29])=[O:28])[C:6](=[O:26])[NH:7][C:8]=1[C:9]1[CH:14]=[CH:13][C:12]([N:15]2[CH2:18][CH:17]([OH:19])[CH2:16]2)=[CH:11][CH:10]=1)[CH3:2]. (2) Given the reactants [CH3:1][C:2]1[N:7]=[C:6]([NH2:8])[CH:5]=[CH:4][N:3]=1.C[Al](C)C.[F:13][C:14]1[CH:15]=[C:16]([N:21]2[C:25]([CH3:26])=[C:24]([C:27](OCC)=[O:28])[N:23]=[N:22]2)[CH:17]=[C:18]([F:20])[CH:19]=1, predict the reaction product. The product is: [F:20][C:18]1[CH:17]=[C:16]([N:21]2[C:25]([CH3:26])=[C:24]([C:27]([NH:8][C:6]3[CH:5]=[CH:4][N:3]=[C:2]([CH3:1])[N:7]=3)=[O:28])[N:23]=[N:22]2)[CH:15]=[C:14]([F:13])[CH:19]=1. (3) Given the reactants [Br:1][C:2]1[C:3]([F:11])=[C:4]([C:7]([F:10])=[CH:8][CH:9]=1)[CH:5]=[O:6].[CH3:12][Mg]Br.O, predict the reaction product. The product is: [Br:1][C:2]1[C:3]([F:11])=[C:4]([CH:5]([OH:6])[CH3:12])[C:7]([F:10])=[CH:8][CH:9]=1. (4) Given the reactants Cl.[NH2:2][CH2:3][C:4]1[CH:12]=[CH:11][CH:10]=[C:9]2[C:5]=1[C:6](=[O:22])[N:7]([CH:14]1[CH2:19][CH2:18][C:17](=[O:20])[NH:16][C:15]1=[O:21])[C:8]2=[O:13].N12CCCN=C1CCCCC2.ON1C2C=CC=CC=2N=N1.[C:44]1([CH2:54][C:55](O)=[O:56])[C:53]2[C:48](=[CH:49][CH:50]=[CH:51][CH:52]=2)[CH:47]=[CH:46][CH:45]=1.Cl.CN(C)CCCN=C=NCC, predict the reaction product. The product is: [O:21]=[C:15]1[CH:14]([N:7]2[C:6](=[O:22])[C:5]3[C:9](=[CH:10][CH:11]=[CH:12][C:4]=3[CH2:3][NH:2][C:55](=[O:56])[CH2:54][C:44]3[C:53]4[C:48](=[CH:49][CH:50]=[CH:51][CH:52]=4)[CH:47]=[CH:46][CH:45]=3)[C:8]2=[O:13])[CH2:19][CH2:18][C:17](=[O:20])[NH:16]1. (5) Given the reactants [NH:1]1[CH2:5][CH2:4][CH2:3][C@H:2]1[CH2:6][O:7][C:8]1[CH:9]=[C:10]([N:14]2[CH2:18][CH2:17][C@H:16]([CH2:19][CH2:20][CH2:21][OH:22])[CH2:15]2)[CH:11]=[N:12][CH:13]=1.[ClH:23], predict the reaction product. The product is: [ClH:23].[NH:1]1[CH2:5][CH2:4][CH2:3][C@H:2]1[CH2:6][O:7][C:8]1[CH:9]=[C:10]([N:14]2[CH2:18][CH2:17][C@H:16]([CH2:19][CH2:20][CH2:21][OH:22])[CH2:15]2)[CH:11]=[N:12][CH:13]=1.